This data is from Forward reaction prediction with 1.9M reactions from USPTO patents (1976-2016). The task is: Predict the product of the given reaction. (1) The product is: [CH3:81][C:82]1([CH3:83])[O:35][CH:36]([CH2:37][CH2:38][NH:39][C:31]([CH:16]2[CH:15]([C:11]3[CH:12]=[CH:13][CH:14]=[C:9]([Cl:8])[C:10]=3[F:34])[C:19]([C:22]3[CH:27]=[CH:26][C:25]([Cl:28])=[CH:24][C:23]=3[F:29])([C:20]#[N:21])[CH:18]([CH3:30])[NH:17]2)=[O:33])[CH2:70][O:71]1. Given the reactants FC(F)(F)C(O)=O.[Cl:8][C:9]1[C:10]([F:34])=[C:11]([CH:15]2[C:19]([C:22]3[CH:27]=[CH:26][C:25]([Cl:28])=[CH:24][C:23]=3[F:29])([C:20]#[N:21])[CH:18]([CH3:30])[NH:17][CH:16]2[C:31]([OH:33])=O)[CH:12]=[CH:13][CH:14]=1.[OH:35][C@H:36]([CH2:70][OH:71])[CH2:37][CH2:38][NH:39]C(C1C(C2C=CC=C(Cl)C=2)C(C2C=CC(Cl)=CC=2)(C#N)C(CC(C)(C)C)N1CC)=O.CN(C(ON1N=N[C:82]2[CH:83]=CC=N[C:81]1=2)=[N+](C)C)C.F[P-](F)(F)(F)(F)F.CCN(C(C)C)C(C)C, predict the reaction product. (2) Given the reactants Br[C:2]1[CH:3]=[CH:4][C:5]([NH:13][C:14]2[C:19]([C:20]([F:23])([F:22])[F:21])=[CH:18][N:17]=[C:16]([NH:24][C:25]3[CH:39]=[CH:38][C:28]([CH2:29][P:30](=[O:37])([O:34][CH2:35][CH3:36])[O:31][CH2:32][CH3:33])=[CH:27][C:26]=3[O:40][CH3:41])[N:15]=2)=[C:6]2[C:10]=1[CH2:9][N:8]([CH3:11])[C:7]2=[O:12].[CH3:42][N:43]1[CH2:48][CH2:47][NH:46][CH2:45][CH2:44]1, predict the reaction product. The product is: [CH3:41][O:40][C:26]1[CH:27]=[C:28]([CH:38]=[CH:39][C:25]=1[NH:24][C:16]1[N:15]=[C:14]([NH:13][C:5]2[CH:4]=[CH:3][C:2]([N:46]3[CH2:47][CH2:48][N:43]([CH3:42])[CH2:44][CH2:45]3)=[C:10]3[C:6]=2[C:7](=[O:12])[N:8]([CH3:11])[CH2:9]3)[C:19]([C:20]([F:21])([F:23])[F:22])=[CH:18][N:17]=1)[CH2:29][P:30](=[O:37])([O:34][CH2:35][CH3:36])[O:31][CH2:32][CH3:33]. (3) Given the reactants [C:1]([NH:4][C:5]1[CH:14]=[CH:13][C:8]([S:9](Cl)(=[O:11])=[O:10])=[CH:7][CH:6]=1)(=[O:3])[CH3:2].[C:15]([NH:22][CH2:23][C:24]1[CH:30]=[CH:29][C:27]([NH2:28])=[CH:26][CH:25]=1)([O:17][C:18]([CH3:21])([CH3:20])[CH3:19])=[O:16], predict the reaction product. The product is: [C:1]([NH:4][C:5]1[CH:14]=[CH:13][C:8]([S:9]([NH:28][C:27]2[CH:29]=[CH:30][C:24]([CH2:23][NH:22][C:15](=[O:16])[O:17][C:18]([CH3:20])([CH3:21])[CH3:19])=[CH:25][CH:26]=2)(=[O:11])=[O:10])=[CH:7][CH:6]=1)(=[O:3])[CH3:2].